This data is from Reaction yield outcomes from USPTO patents with 853,638 reactions. The task is: Predict the reaction yield, written as a fraction of the theoretical maximum amount of product (1.0 means a 100% yield; for example, 0.34 means a 34% yield). (1) The reactants are [F:1][C:2]1[CH:7]=[CH:6][CH:5]=[CH:4][C:3]=1[CH2:8][C:9]([OH:11])=[O:10].[C:12]1([C@@H:18](O)[CH3:19])[CH:17]=[CH:16][CH:15]=[CH:14][CH:13]=1.CCN=C=NCCCN(C)C. The catalyst is CN(C1C=CN=CC=1)C.C(Cl)Cl. The product is [F:1][C:2]1[CH:7]=[CH:6][CH:5]=[CH:4][C:3]=1[CH2:8][C:9]([O:11][C@H:18]([C:12]1[CH:17]=[CH:16][CH:15]=[CH:14][CH:13]=1)[CH3:19])=[O:10]. The yield is 0.920. (2) The catalyst is C1COCC1. The yield is 0.950. The product is [Br:1][C:2]1[CH:3]=[C:4]([CH3:35])[C:5]([O:6][C:7]2[C:8]3[N:31]([CH3:37])[CH:30]=[CH:29][C:9]=3[N:10]=[C:11]([N:13]([C:21]3[CH:26]=[CH:25][C:24]([C:27]#[N:28])=[CH:23][CH:22]=3)[C:14](=[O:20])[O:15][C:16]([CH3:19])([CH3:18])[CH3:17])[N:12]=2)=[C:32]([CH3:34])[CH:33]=1. The reactants are [Br:1][C:2]1[CH:33]=[C:32]([CH3:34])[C:5]([O:6][C:7]2[C:8]3[NH:31][CH:30]=[CH:29][C:9]=3[N:10]=[C:11]([N:13]([C:21]3[CH:26]=[CH:25][C:24]([C:27]#[N:28])=[CH:23][CH:22]=3)[C:14](=[O:20])[O:15][C:16]([CH3:19])([CH3:18])[CH3:17])[N:12]=2)=[C:4]([CH3:35])[CH:3]=1.[Li+].[CH3:37][Si]([N-][Si](C)(C)C)(C)C.